This data is from Forward reaction prediction with 1.9M reactions from USPTO patents (1976-2016). The task is: Predict the product of the given reaction. (1) Given the reactants C([O:5][C:6](=[O:36])[CH2:7][CH:8]([OH:35])[CH2:9][CH:10]([OH:34])[CH2:11][CH2:12][C:13]1[N:14]([CH:31]([CH3:33])[CH3:32])[CH:15]=[C:16]([C:25]2[CH:30]=[CH:29][CH:28]=[CH:27][N:26]=2)[C:17]=1[C:18]1[CH:23]=[CH:22][C:21]([F:24])=[CH:20][CH:19]=1)(C)(C)C.[OH-].[Na+:38], predict the reaction product. The product is: [Na+:38].[F:24][C:21]1[CH:22]=[CH:23][C:18]([C:17]2[C:16]([C:25]3[CH:30]=[CH:29][CH:28]=[CH:27][N:26]=3)=[CH:15][N:14]([CH:31]([CH3:33])[CH3:32])[C:13]=2[CH2:12][CH2:11][C@@H:10]([OH:34])[CH2:9][C@@H:8]([OH:35])[CH2:7][C:6]([O-:36])=[O:5])=[CH:19][CH:20]=1. (2) The product is: [F:1][C:2]([F:10])([F:11])[CH:3]([OH:9])[C:4]([O:6][CH2:7][CH3:8])=[O:5]. Given the reactants [F:1][C:2]([F:11])([F:10])[C:3](=[O:9])[C:4]([O:6][CH2:7][CH3:8])=[O:5].CCOCC.[BH4-].[Na+], predict the reaction product.